Dataset: NCI-60 drug combinations with 297,098 pairs across 59 cell lines. Task: Regression. Given two drug SMILES strings and cell line genomic features, predict the synergy score measuring deviation from expected non-interaction effect. Drug 1: C(CN)CNCCSP(=O)(O)O. Drug 2: CCC1(C2=C(COC1=O)C(=O)N3CC4=CC5=C(C=CC(=C5CN(C)C)O)N=C4C3=C2)O.Cl. Cell line: SK-MEL-2. Synergy scores: CSS=10.6, Synergy_ZIP=-12.8, Synergy_Bliss=-9.53, Synergy_Loewe=-14.3, Synergy_HSA=-4.42.